Dataset: Full USPTO retrosynthesis dataset with 1.9M reactions from patents (1976-2016). Task: Predict the reactants needed to synthesize the given product. (1) The reactants are: [Cl:1][C:2]1[CH:7]=[CH:6][C:5]([NH:8][C:9](=[NH:13])[CH2:10][CH2:11][CH3:12])=[CH:4][CH:3]=1.C([O-])(O)=O.[Na+].Br[CH2:20][C:21](=O)[C:22]([O:24][CH2:25][CH3:26])=[O:23].CC(O)=O. Given the product [Cl:1][C:2]1[CH:3]=[CH:4][C:5]([N:8]2[CH:20]=[C:21]([C:22]([O:24][CH2:25][CH3:26])=[O:23])[N:13]=[C:9]2[CH2:10][CH2:11][CH3:12])=[CH:6][CH:7]=1, predict the reactants needed to synthesize it. (2) Given the product [Cl:12][C:13]1[C:18]([O:19][CH3:20])=[CH:17][C:16]([O:21][CH3:22])=[CH:15][C:14]=1[C:23]1[C:24](=[O:25])[NH:1][C:2]2[N:3]=[C:4]([S:10][CH3:11])[N:5]=[CH:6][C:7]=2[CH:8]=1, predict the reactants needed to synthesize it. The reactants are: [NH2:1][C:2]1[C:7]([CH:8]=O)=[CH:6][N:5]=[C:4]([S:10][CH3:11])[N:3]=1.[Cl:12][C:13]1[C:18]([O:19][CH3:20])=[CH:17][C:16]([O:21][CH3:22])=[CH:15][C:14]=1[CH2:23][C:24](OC)=[O:25].C([O-])([O-])=O.[K+].[K+].O.